Dataset: Reaction yield outcomes from USPTO patents with 853,638 reactions. Task: Predict the reaction yield, written as a fraction of the theoretical maximum amount of product (1.0 means a 100% yield; for example, 0.34 means a 34% yield). (1) The reactants are C(OC([NH:8][C:9]1[S:10][CH:11]=[C:12]([C:14](=[N:53][O:54]C(C2C=CC=CC=2)(C2C=CC=CC=2)C2C=CC=CC=2)[C:15]([NH:17][CH:18]2[C:25](=[O:26])[N:24]3[CH:19]2[S:20][CH2:21][C:22](/[CH:43]=[CH:44]/OS(C(F)(F)F)(=O)=O)=[C:23]3[C:27]([O:29]C(C2C=CC=CC=2)C2C=CC=CC=2)=[O:28])=[O:16])[N:13]=1)=O)(C)(C)C.S(O)(O)(=O)=O.[NH2:79][C:80]1[N:85]=[C:84]([SH:86])[CH:83]=[C:82]([NH2:87])[N:81]=1. No catalyst specified. The product is [NH2:8][C:9]1[S:10][CH:11]=[C:12]([C:14](=[N:53][OH:54])[C:15]([NH:17][C@@H:18]2[C:25](=[O:26])[N:24]3[C@@H:19]2[S:20][CH2:21][C:22](/[CH:43]=[CH:44]/[S:86][C:84]2[CH:83]=[C:82]([NH2:87])[N:81]=[C:80]([NH2:79])[N:85]=2)=[C:23]3[C:27]([OH:29])=[O:28])=[O:16])[N:13]=1. The yield is 0.150. (2) The reactants are [OH:1][C:2]([CH3:20])([CH3:19])[CH2:3][CH2:4][O:5][C@H:6]([C@@H:8]1[C@:16]2([CH3:17])[C@H:11]([C@@H:12]([OH:18])[CH2:13][CH2:14][CH2:15]2)[CH2:10][CH2:9]1)[CH3:7].[Cr](O[Cr]([O-])(=O)=O)([O-])(=O)=O.[NH+]1C=CC=CC=1.[NH+]1C=CC=CC=1.C1(C)C=CC(S([O-])(=O)=O)=CC=1.[NH+]1C=CC=CC=1. The catalyst is ClCCl. The product is [OH:1][C:2]([CH3:19])([CH3:20])[CH2:3][CH2:4][O:5][C@H:6]([C@@H:8]1[C@:16]2([CH3:17])[C@H:11]([C:12](=[O:18])[CH2:13][CH2:14][CH2:15]2)[CH2:10][CH2:9]1)[CH3:7]. The yield is 0.730. (3) The reactants are C1(SC2C3C=CC=CC=3SC=2I)C=CC=CC=1.[C:18]1([Se:24][C:25]2[C:26]3[CH:34]=[CH:33][CH:32]=[CH:31][C:27]=3[S:28][C:29]=2I)[CH:23]=[CH:22][CH:21]=[CH:20][CH:19]=1. No catalyst specified. The product is [CH:23]1[C:18]2[Se:24][C:25]3[C:26]4[CH:34]=[CH:33][CH:32]=[CH:31][C:27]=4[S:28][C:29]=3[C:19]=2[CH:20]=[CH:21][CH:22]=1. The yield is 0.850. (4) The reactants are [Br:1][C:2]1[S:3][CH:4]=[CH:5][C:6]=1[C:7]1[S:11][C:10]([NH:12][C:13](=[O:15])[CH3:14])=[N:9][C:8]=1[CH3:16].[Cl:17][S:18](O)(=[O:20])=[O:19].P(Cl)(Cl)(Cl)(Cl)Cl.[Cl-].[P+]=O. The catalyst is C(Cl)Cl. The product is [C:13]([NH:12][C:10]1[S:11][C:7]([C:6]2[CH:5]=[C:4]([S:18]([Cl:17])(=[O:20])=[O:19])[S:3][C:2]=2[Br:1])=[C:8]([CH3:16])[N:9]=1)(=[O:15])[CH3:14]. The yield is 1.00. (5) The reactants are [NH:1]1[CH:5]=[C:4]([C:6]2[C:7]([C:12]3[CH:17]=[CH:16][CH:15]=[CH:14][CH:13]=3)=[N:8][O:9][C:10]=2[CH3:11])[N:3]=[CH:2]1.Cl[C:19]1[N:24]=[CH:23][CH:22]=[CH:21][N:20]=1. No catalyst specified. The product is [CH3:11][C:10]1[O:9][N:8]=[C:7]([C:12]2[CH:13]=[CH:14][CH:15]=[CH:16][CH:17]=2)[C:6]=1[C:4]1[N:3]=[CH:2][N:1]([C:19]2[N:24]=[CH:23][CH:22]=[CH:21][N:20]=2)[CH:5]=1. The yield is 0.680. (6) The reactants are Br[C:2]1[S:6][C:5]([C:7]([S:10]([NH2:13])(=[O:12])=[O:11])([CH3:9])[CH3:8])=[N:4][CH:3]=1.[N+:14]([C:17]1[CH:18]=[C:19]([NH:32][C:33]2[N:38]=[C:37]([C:39]([F:42])([F:41])[F:40])[CH:36]=[CH:35][N:34]=2)[CH:20]=[C:21](B2OC(C)(C)C(C)(C)O2)[CH:22]=1)([O-:16])=[O:15].O1CCOCC1.C([O-])([O-])=O.[Na+].[Na+]. The catalyst is O.C1C=CC(P(C2C=CC=CC=2)[C-]2C=CC=C2)=CC=1.C1C=CC(P(C2C=CC=CC=2)[C-]2C=CC=C2)=CC=1.Cl[Pd]Cl.[Fe+2].C(Cl)Cl. The product is [N+:14]([C:17]1[CH:22]=[C:21]([C:2]2[S:6][C:5]([C:7]([S:10]([NH2:13])(=[O:12])=[O:11])([CH3:9])[CH3:8])=[N:4][CH:3]=2)[CH:20]=[C:19]([NH:32][C:33]2[N:38]=[C:37]([C:39]([F:42])([F:41])[F:40])[CH:36]=[CH:35][N:34]=2)[CH:18]=1)([O-:16])=[O:15]. The yield is 0.740. (7) The reactants are [C:1]1([C:7]2[CH:12]=[C:11]([CH:13]3[CH2:18][CH2:17][S:16](=[O:20])(=[O:19])[CH2:15][CH2:14]3)[CH:10]=[CH:9][C:8]=2[NH2:21])[CH2:6][CH2:5][CH2:4][CH2:3][CH:2]=1.[K+].[C:23]([C:25]1[N:26]=[C:27]([C:38]([O-])=[O:39])[N:28]([CH2:30][O:31][CH2:32][CH2:33][Si:34]([CH3:37])([CH3:36])[CH3:35])[CH:29]=1)#[N:24].F[P-](F)(F)(F)(F)F.Br[P+](N1CCCC1)(N1CCCC1)N1CCCC1.CCN(C(C)C)C(C)C. The catalyst is CN(C=O)C.CCOC(C)=O. The product is [C:1]1([C:7]2[CH:12]=[C:11]([CH:13]3[CH2:18][CH2:17][S:16](=[O:19])(=[O:20])[CH2:15][CH2:14]3)[CH:10]=[CH:9][C:8]=2[NH:21][C:38]([C:27]2[N:28]([CH2:30][O:31][CH2:32][CH2:33][Si:34]([CH3:37])([CH3:36])[CH3:35])[CH:29]=[C:25]([C:23]#[N:24])[N:26]=2)=[O:39])[CH2:6][CH2:5][CH2:4][CH2:3][CH:2]=1. The yield is 0.730. (8) The reactants are C1(C(C2C=CC=CC=2)[N:8]2[C:16]3[C:11](=[CH:12][CH:13]=[CH:14][CH:15]=3)[C:10]3([C:20]4[CH:21]=[C:22]([CH3:27])[C:23]([O:25][CH3:26])=[CH:24][C:19]=4[O:18][CH2:17]3)[C:9]2=[O:28])C=CC=CC=1.C([SiH](CC)CC)C. The catalyst is FC(F)(F)C(O)=O. The product is [CH3:26][O:25][C:23]1[C:22]([CH3:27])=[CH:21][C:20]2[C:10]3([CH2:17][O:18][C:19]=2[CH:24]=1)[C:11]1[C:16](=[CH:15][CH:14]=[CH:13][CH:12]=1)[NH:8][C:9]3=[O:28]. The yield is 0.860. (9) The reactants are C([NH:8][CH2:9][C:10]1[CH:15]=[CH:14][C:13]([O:16][C:17]2[CH:22]=[CH:21][C:20]([F:23])=[CH:19][C:18]=2[F:24])=[C:12]([C:25]2[C:33]3[C:28](=[C:29]([O:34][CH3:35])[N:30]=[CH:31][CH:32]=3)[N:27]([CH3:36])[CH:26]=2)[CH:11]=1)C1C=CC=CC=1. The catalyst is O1CCCC1.[OH-].[OH-].[Pd+2]. The product is [F:24][C:18]1[CH:19]=[C:20]([F:23])[CH:21]=[CH:22][C:17]=1[O:16][C:13]1[CH:14]=[CH:15][C:10]([CH2:9][NH2:8])=[CH:11][C:12]=1[C:25]1[C:33]2[C:28](=[C:29]([O:34][CH3:35])[N:30]=[CH:31][CH:32]=2)[N:27]([CH3:36])[CH:26]=1. The yield is 0.900.